Dataset: Forward reaction prediction with 1.9M reactions from USPTO patents (1976-2016). Task: Predict the product of the given reaction. Given the reactants [CH2:1]([O:8][C:9]1[CH:10]=[C:11]([CH2:17][CH:18]([NH2:25])[C:19]([CH3:24])([CH3:23])[CH2:20][O:21][CH3:22])[CH:12]=[CH:13][C:14]=1[O:15][CH3:16])[C:2]1[CH:7]=[CH:6][CH:5]=[CH:4][CH:3]=1.[CH:26](O)=[O:27], predict the reaction product. The product is: [CH2:1]([O:8][C:9]1[CH:10]=[C:11]([CH2:17][CH:18]([NH:25][CH:26]=[O:27])[C:19]([CH3:23])([CH3:24])[CH2:20][O:21][CH3:22])[CH:12]=[CH:13][C:14]=1[O:15][CH3:16])[C:2]1[CH:7]=[CH:6][CH:5]=[CH:4][CH:3]=1.